Dataset: Catalyst prediction with 721,799 reactions and 888 catalyst types from USPTO. Task: Predict which catalyst facilitates the given reaction. (1) Reactant: Br[CH2:2][C:3]([C:5]1[CH:10]=[CH:9][C:8]([C:11]2[CH:16]=[CH:15][CH:14]=[CH:13][N:12]=2)=[C:7]([O:17][CH3:18])[CH:6]=1)=O.[NH2:19][C:20]1[CH:25]=[CH:24][CH:23]=[CH:22][N:21]=1. Product: [CH3:18][O:17][C:7]1[CH:6]=[C:5]([C:3]2[N:19]=[C:20]3[CH:25]=[CH:24][CH:23]=[CH:22][N:21]3[CH:2]=2)[CH:10]=[CH:9][C:8]=1[C:11]1[CH:16]=[CH:15][CH:14]=[CH:13][N:12]=1. The catalyst class is: 8. (2) Reactant: [C:1]1([CH:9]=[CH:10][C:11]2[CH:17]=[CH:16][C:14]([OH:15])=[CH:13][CH:12]=2)[CH:8]=[C:6]([OH:7])[CH:5]=[C:3]([OH:4])[CH:2]=1.CS(C)=O.CCN(C1C=CC2N=C3C(OC=2C=1)=CC(=O)C1C3=CC=CC=1)CC.[C:46]([NH2:54])(=[O:53])[C:47]1[CH:52]=[CH:51][CH:50]=[N:49][CH:48]=1. Product: [C:1]1([CH:9]=[CH:10][C:11]2[CH:17]=[CH:16][C:14]([OH:15])=[CH:13][CH:12]=2)[CH:8]=[C:6]([OH:7])[CH:5]=[C:3]([OH:4])[CH:2]=1.[C:46]([NH2:54])(=[O:53])[C:47]1[CH:52]=[CH:51][CH:50]=[N:49][CH:48]=1. The catalyst class is: 8. (3) Reactant: [OH-].[Na+].C[O:4][C:5](=[O:38])[CH2:6][O:7][C:8]1[CH:17]=[CH:16][C:15]2[C:10](=[CH:11][CH:12]=[C:13]([CH2:18][NH:19][C:20]([C:22]3[CH:26]=[C:25]([C:27]4[CH:32]=[CH:31][C:30]([Cl:33])=[CH:29][CH:28]=4)[O:24][C:23]=3[C:34]([F:37])([F:36])[F:35])=[O:21])[CH:14]=2)[CH:9]=1.O.Cl. The catalyst class is: 1. Product: [Cl:33][C:30]1[CH:29]=[CH:28][C:27]([C:25]2[O:24][C:23]([C:34]([F:36])([F:35])[F:37])=[C:22]([C:20]([NH:19][CH2:18][C:13]3[CH:14]=[C:15]4[C:10](=[CH:11][CH:12]=3)[CH:9]=[C:8]([O:7][CH2:6][C:5]([OH:38])=[O:4])[CH:17]=[CH:16]4)=[O:21])[CH:26]=2)=[CH:32][CH:31]=1. (4) Reactant: [Cl:1][C:2]1[C:3]([CH3:24])=[C:4]([NH:10][S:11]([N:14]2[CH2:18][CH2:17][C@@H:16]([OH:19])[C@@:15]2([CH3:23])[C:20](O)=[O:21])(=[O:13])=[O:12])[CH:5]=[CH:6][C:7]=1[C:8]#[N:9].C1CCC(N=C=NC2CCCCC2)CC1.[N+](C1C=CC=CC=1O)([O-])=O. Product: [OH:19][C@@H:16]1[CH2:17][CH2:18][N:14]2[C@:15]1([CH3:23])[C:20](=[O:21])[N:10]([C:4]1[CH:5]=[CH:6][C:7]([C:8]#[N:9])=[C:2]([Cl:1])[C:3]=1[CH3:24])[S:11]2(=[O:13])=[O:12]. The catalyst class is: 10. (5) Reactant: [Br:1][C:2]1[S:6][C:5]([C:7](Cl)=[O:8])=[CH:4][CH:3]=1.[F:10][C:11]1[CH:16]=[CH:15][C:14]([NH2:17])=[CH:13][C:12]=1[N+:18]([O-:20])=[O:19].CCN(C(C)C)C(C)C.O. Product: [F:10][C:11]1[CH:16]=[CH:15][C:14]([NH:17][C:7]([C:5]2[S:6][C:2]([Br:1])=[CH:3][CH:4]=2)=[O:8])=[CH:13][C:12]=1[N+:18]([O-:20])=[O:19]. The catalyst class is: 1. (6) Reactant: [NH2:1][C:2]1([C:6]2[CH:11]=[CH:10][C:9]([C:12]3[C:13](=[O:36])[C:14]4[C:15]([O:28][C:29]=3[C:30]3[CH:35]=[CH:34][CH:33]=[CH:32][CH:31]=3)=[C:16]([C:20]3[C:21]([CH3:27])=N[N:23]([CH3:26])[C:24]=3C)[N:17]=[CH:18][CH:19]=4)=[CH:8][CH:7]=2)[CH2:5][CH2:4][CH2:3]1.[ClH:37]. Product: [ClH:37].[NH2:1][C:2]1([C:6]2[CH:11]=[CH:10][C:9]([C:12]3[C:13](=[O:36])[C:14]4[C:15]([O:28][C:29]=3[C:30]3[CH:35]=[CH:34][CH:33]=[CH:32][CH:31]=3)=[C:16]([C:20]3[CH:24]=[N:23][CH:26]=[CH:27][CH:21]=3)[N:17]=[CH:18][CH:19]=4)=[CH:8][CH:7]=2)[CH2:5][CH2:4][CH2:3]1. The catalyst class is: 12. (7) Reactant: [CH3:1][C:2]1[CH:3]=[C:4]([OH:25])[CH:5]=[CH:6][C:7]=1[CH:8]1[S:14][CH2:13][CH2:12][NH:11][C:10]2[N:15]([CH3:24])[N:16]=[C:17]([C:18]3[CH:23]=[CH:22][CH:21]=[CH:20][N:19]=3)[C:9]1=2.[N:26]1[CH:31]=[CH:30][CH:29]=[C:28]([CH2:32]O)[CH:27]=1.C1(P(C2C=CC=CC=2)C2C=CC=CC=2)C=CC=CC=1.N(C(OC(C)C)=O)=NC(OC(C)C)=O. Product: [CH3:24][N:15]1[C:10]2[NH:11][CH2:12][CH2:13][S:14][CH:8]([C:7]3[CH:6]=[CH:5][C:4]([O:25][CH2:32][C:28]4[CH:27]=[N:26][CH:31]=[CH:30][CH:29]=4)=[CH:3][C:2]=3[CH3:1])[C:9]=2[C:17]([C:18]2[CH:23]=[CH:22][CH:21]=[CH:20][N:19]=2)=[N:16]1. The catalyst class is: 1. (8) Reactant: [NH2:1][CH2:2][C:3]1[CH:4]=[CH:5][C:6]([O:37][CH3:38])=[C:7]([C:9]2[N:13]([CH:14]([CH3:16])[CH3:15])[C:12]3[CH:17]([C:29]4[CH:34]=[CH:33][C:32]([Cl:35])=[CH:31][C:30]=4[CH3:36])[N:18]([C:21]4[CH:26]=[C:25]([Cl:27])[CH:24]=[CH:23][C:22]=4[CH3:28])[C:19](=[O:20])[C:11]=3[N:10]=2)[CH:8]=1.[C:39]([O:42][CH2:43][C:44](Cl)=[O:45])(=[O:41])[CH3:40]. Product: [Cl:35][C:32]1[CH:33]=[CH:34][C:29]([CH:17]2[C:12]3[N:13]([CH:14]([CH3:15])[CH3:16])[C:9]([C:7]4[CH:8]=[C:3]([CH:4]=[CH:5][C:6]=4[O:37][CH3:38])[CH2:2][NH:1][C:44]([CH2:43][O:42][C:39](=[O:41])[CH3:40])=[O:45])=[N:10][C:11]=3[C:19](=[O:20])[N:18]2[C:21]2[CH:26]=[C:25]([Cl:27])[CH:24]=[CH:23][C:22]=2[CH3:28])=[C:30]([CH3:36])[CH:31]=1. The catalyst class is: 1. (9) Reactant: [H-].[Al+3].[Li+].[H-].[H-].[H-].[Br:7][C:8]1[CH:16]=[CH:15][C:11]([C:12](O)=[O:13])=[C:10]([O:17][CH:18]2[CH2:23][CH2:22][CH2:21][CH2:20][CH2:19]2)[CH:9]=1.Cl. Product: [Br:7][C:8]1[CH:16]=[CH:15][C:11]([CH2:12][OH:13])=[C:10]([O:17][CH:18]2[CH2:19][CH2:20][CH2:21][CH2:22][CH2:23]2)[CH:9]=1. The catalyst class is: 7. (10) Reactant: I[C:2]1[CH:7]=[C:6]([I:8])[N:5]=[N:4][C:3]=1[NH2:9].CCN(CC)CC.[CH2:17]([C:20]1[CH:25]=[CH:24][CH:23]=[CH:22][CH:21]=1)[C:18]#[CH:19]. Product: [CH2:17]([C:18]1[NH:9][C:3]2[N:4]=[N:5][C:6]([I:8])=[CH:7][C:2]=2[CH:19]=1)[C:20]1[CH:25]=[CH:24][CH:23]=[CH:22][CH:21]=1. The catalyst class is: 654.